From a dataset of Full USPTO retrosynthesis dataset with 1.9M reactions from patents (1976-2016). Predict the reactants needed to synthesize the given product. (1) Given the product [CH:22]1([C:20]([N:17]2[CH2:18][CH2:19][C@@H:15]([CH2:14][N:9]3[C:8]([C:5]4[CH:6]=[CH:7][C:2]([C:32]5[CH:33]=[C:34]6[C:29]([CH:28]=[CH:27][NH:26]6)=[CH:30][CH:31]=5)=[CH:3][C:4]=4[F:25])=[N:12][NH:11][C:10]3=[O:13])[CH2:16]2)=[O:21])[CH2:24][CH2:23]1, predict the reactants needed to synthesize it. The reactants are: Br[C:2]1[CH:7]=[CH:6][C:5]([C:8]2[N:9]([CH2:14][C@@H:15]3[CH2:19][CH2:18][N:17]([C:20]([CH:22]4[CH2:24][CH2:23]4)=[O:21])[CH2:16]3)[C:10](=[O:13])[NH:11][N:12]=2)=[C:4]([F:25])[CH:3]=1.[NH:26]1[C:34]2[C:29](=[CH:30][CH:31]=[C:32](B(O)O)[CH:33]=2)[CH:28]=[CH:27]1.C([O-])([O-])=O.[Cs+].[Cs+].O1CCOCC1. (2) Given the product [NH2:6][C:7]1[CH:8]=[CH:9][C:10]([S:13][C:14]2[CH:19]=[CH:18][C:17]([C:20]([NH:21][CH2:22][CH2:23][C:24]3[CH:25]=[CH:26][CH:27]=[CH:28][CH:29]=3)=[O:30])=[CH:16][C:15]=2[NH:31][C:32]2[C:33]3[CH:41]=[CH:40][C:39]([CH:42]([CH3:44])[CH3:43])=[N:38][C:34]=3[N:35]=[CH:36][N:37]=2)=[CH:11][CH:12]=1, predict the reactants needed to synthesize it. The reactants are: ClC(Cl)(Cl)COC(=O)[NH:6][C:7]1[CH:12]=[CH:11][C:10]([S:13][C:14]2[CH:19]=[CH:18][C:17]([C:20](=[O:30])[NH:21][CH2:22][CH2:23][C:24]3[CH:29]=[CH:28][CH:27]=[CH:26][CH:25]=3)=[CH:16][C:15]=2[NH:31][C:32]2[C:33]3[CH:41]=[CH:40][C:39]([CH:42]([CH3:44])[CH3:43])=[N:38][C:34]=3[N:35]=[CH:36][N:37]=2)=[CH:9][CH:8]=1.[OH-].[Na+].Cl. (3) Given the product [C:1]([C:4]1[C:22](=[O:23])[C@@:8]2([CH3:24])[C:9]3[C:15]([OH:16])=[CH:14][C:13]([O:17][CH3:18])=[C:12]([C:19]([NH:21][CH2:40][C:29]4[C:30]5[C:35](=[C:34]([F:38])[CH:33]=[C:32]([F:39])[CH:31]=5)[CH:36]=[CH:37][C:28]=4[CH2:26][CH3:27])=[O:20])[C:10]=3[O:11][C:7]2=[CH:6][C:5]=1[OH:25])(=[O:3])[CH3:2], predict the reactants needed to synthesize it. The reactants are: [C:1]([C:4]1[C:22](=[O:23])[C@@:8]2([CH3:24])[C:9]3[C:15]([OH:16])=[CH:14][C:13]([O:17][CH3:18])=[C:12]([C:19]([NH2:21])=[O:20])[C:10]=3[O:11][C:7]2=[CH:6][C:5]=1[OH:25])(=[O:3])[CH3:2].[CH2:26]([C:28]1[CH:37]=[CH:36][C:35]2[C:30](=[CH:31][C:32]([F:39])=[CH:33][C:34]=2[F:38])[C:29]=1[CH:40]=O)[CH3:27].C([SiH](CC)CC)C.FC(F)(F)C(O)=O. (4) Given the product [Cl:20][C:17]1[CH:16]=[CH:15][C:14]([C:11]([CH3:12])([CH3:13])[CH2:5][C:4]([O:3][CH2:1][CH3:2])=[O:21])=[CH:19][CH:18]=1, predict the reactants needed to synthesize it. The reactants are: [CH2:1]([O:3][C:4](=[O:21])[CH:5]([C:11]([C:14]1[CH:19]=[CH:18][C:17]([Cl:20])=[CH:16][CH:15]=1)([CH3:13])[CH3:12])C(OCC)=O)[CH3:2].[Cl-].[Li+].O.C(OCC)C. (5) The reactants are: [CH2:1]([N:3]([CH2:20][OH:21])[C:4]1[N:9]=[C:8]([N:10]([CH2:13][OH:14])[CH2:11][OH:12])[N:7]=[C:6]([N:15]([CH2:18][OH:19])[CH2:16][OH:17])[N:5]=1)[OH:2].[C:22]1(=[O:32])[O:27][C:25](=[O:26])[C:24]2=[CH:28][CH:29]=[CH:30][CH:31]=[C:23]12. Given the product [C:22]([OH:27])(=[O:32])[C:23]1[C:24](=[CH:28][CH:29]=[CH:30][CH:31]=1)[C:25]([OH:2])=[O:26].[CH2:13]([N:10]([CH2:11][OH:12])[C:8]1[N:9]=[C:4]([N:3]([CH2:1][OH:2])[CH2:20][OH:21])[N:5]=[C:6]([N:15]([CH2:18][OH:19])[CH2:16][OH:17])[N:7]=1)[OH:14], predict the reactants needed to synthesize it.